Predict the reactants needed to synthesize the given product. From a dataset of Full USPTO retrosynthesis dataset with 1.9M reactions from patents (1976-2016). (1) Given the product [CH:1]([C@H:4]1[CH2:8][O:7][C:6](=[O:9])[N:5]1[C:10]1[CH:15]=[CH:14][N:13]=[C:12]([NH:16][C@H:17]([C:19]2[CH:26]=[CH:25][C:22]([CH2:23][N:29]3[CH2:30][CH2:31][CH:32]4[CH:27]([N:34]([C:35]([O:37][C:38]([CH3:41])([CH3:40])[CH3:39])=[O:36])[CH2:33]4)[CH2:28]3)=[CH:21][CH:20]=2)[CH3:18])[N:11]=1)([CH3:2])[CH3:3], predict the reactants needed to synthesize it. The reactants are: [CH:1]([C@H:4]1[CH2:8][O:7][C:6](=[O:9])[N:5]1[C:10]1[CH:15]=[CH:14][N:13]=[C:12]([NH:16][C@H:17]([C:19]2[CH:26]=[CH:25][C:22]([CH:23]=O)=[CH:21][CH:20]=2)[CH3:18])[N:11]=1)([CH3:3])[CH3:2].[CH:27]12[N:34]([C:35]([O:37][C:38]([CH3:41])([CH3:40])[CH3:39])=[O:36])[CH2:33][CH:32]1[CH2:31][CH2:30][NH:29][CH2:28]2. (2) Given the product [CH3:41][O:42][C:43]1[C:44]2[N:57]=[C:56]([NH:58][C:7]([CH:1]3[CH2:2][CH2:3][CH2:4][CH2:5][CH2:6]3)=[O:9])[S:55][C:45]=2[C:46]([N:49]2[CH2:50][CH2:51][O:52][CH2:53][CH2:54]2)=[N:47][CH:48]=1, predict the reactants needed to synthesize it. The reactants are: [CH:1]1([C:7]([OH:9])=O)[CH2:6][CH2:5][CH2:4][CH2:3][CH2:2]1.CN(C(ON1N=NC2C=CC=NC1=2)=[N+](C)C)C.F[P-](F)(F)(F)(F)F.CN1CCOCC1.[CH3:41][O:42][C:43]1[C:44]2[N:57]=[C:56]([NH2:58])[S:55][C:45]=2[C:46]([N:49]2[CH2:54][CH2:53][O:52][CH2:51][CH2:50]2)=[N:47][CH:48]=1. (3) The reactants are: [CH2:1]([CH:3]1[C:11]2[C:6](=[CH:7][CH:8]=[CH:9][CH:10]=2)[NH:5][C:4]1=[O:12])[CH3:2].C([O-])(=O)C.[Na+].[Br:18]Br. Given the product [Br:18][C:9]1[CH:10]=[C:11]2[C:6](=[CH:7][CH:8]=1)[NH:5][C:4](=[O:12])[CH:3]2[CH2:1][CH3:2], predict the reactants needed to synthesize it.